This data is from Forward reaction prediction with 1.9M reactions from USPTO patents (1976-2016). The task is: Predict the product of the given reaction. (1) Given the reactants [CH3:1][O:2][C:3]1[CH:8]=[CH:7][C:6]([CH2:9][CH2:10][C:11]2[O:15][C:14]([C:16]([O:18]C)=[O:17])=[CH:13][CH:12]=2)=[CH:5][CH:4]=1.[OH-].[Na+].O, predict the reaction product. The product is: [CH3:1][O:2][C:3]1[CH:4]=[CH:5][C:6]([CH2:9][CH2:10][C:11]2[O:15][C:14]([C:16]([OH:18])=[O:17])=[CH:13][CH:12]=2)=[CH:7][CH:8]=1. (2) The product is: [C:36]([O:39][C@H:40]1[CH2:44][CH2:43][C@H:42](/[CH:45]=[CH:5]/[CH2:4][C:3]([OH:2])([CH3:30])[CH2:25][CH2:26][CH2:27][CH2:28][CH3:29])[C@H:41]1[CH2:47][CH2:48][S:49][C:50]1[S:51][CH:52]=[C:53]([C:55]([O:57][CH2:58][CH3:59])=[O:56])[N:54]=1)(=[O:38])[CH3:37]. Given the reactants [I-].[OH:2][C:3]([CH3:30])([CH2:25][CH2:26][CH2:27][CH2:28][CH3:29])[CH2:4][CH2:5][P+](C1C=CC=CC=1)(C1C=CC=CC=1)C1C=CC=CC=1.C([Li])CCC.[C:36]([O:39][C@H:40]1[CH2:44][CH2:43][C@H:42]([CH:45]=O)[C@H:41]1[CH2:47][CH2:48][S:49][C:50]1[S:51][CH:52]=[C:53]([C:55]([O:57][CH2:58][CH3:59])=[O:56])[N:54]=1)(=[O:38])[CH3:37], predict the reaction product. (3) The product is: [O:1]=[C:2]1[C:7]([CH2:8][C:9]([O:11][CH3:13])=[O:10])=[CH:6][C:5](=[O:12])[NH:4][NH:3]1. Given the reactants [O:1]=[C:2]1[C:7]([CH2:8][C:9]([OH:11])=[O:10])=[CH:6][C:5](=[O:12])[NH:4][NH:3]1.[CH3:13]O.Cl, predict the reaction product. (4) Given the reactants Cl[C:2]1[N:7]=[C:6]([C:8]2[S:12][C:11]([C:13]([CH3:16])([CH3:15])[CH3:14])=[N:10][C:9]=2[C:17]2[C:18]([F:35])=[C:19]([NH:23][S:24]([C:27]3[C:32]([F:33])=[CH:31][CH:30]=[CH:29][C:28]=3[F:34])(=[O:26])=[O:25])[CH:20]=[CH:21][CH:22]=2)[CH:5]=[CH:4][N:3]=1.[S:36]1[CH2:41][CH2:40][CH:39]([NH2:42])[CH2:38][CH2:37]1, predict the reaction product. The product is: [CH3:14][C:13]([C:11]1[S:12][C:8]([C:6]2[CH:5]=[CH:4][N:3]=[C:2]([NH:42][CH:39]3[CH2:40][CH2:41][S:36][CH2:37][CH2:38]3)[N:7]=2)=[C:9]([C:17]2[C:18]([F:35])=[C:19]([NH:23][S:24]([C:27]3[C:32]([F:33])=[CH:31][CH:30]=[CH:29][C:28]=3[F:34])(=[O:26])=[O:25])[CH:20]=[CH:21][CH:22]=2)[N:10]=1)([CH3:16])[CH3:15]. (5) The product is: [Cl:17][C:11]1[CH:10]=[C:9]([C:6]2[CH:7]=[CH:8][N:4]([CH2:3][C@@H:2]([NH:1][C:28]([C:24]3[N:23]=[C:22]4[NH:21][CH:20]=[N:19][C:27]4=[CH:26][CH:25]=3)=[O:29])[CH3:18])[N:5]=2)[CH:16]=[CH:15][C:12]=1[C:13]#[N:14]. Given the reactants [NH2:1][C@@H:2]([CH3:18])[CH2:3][N:4]1[CH:8]=[CH:7][C:6]([C:9]2[CH:16]=[CH:15][C:12]([C:13]#[N:14])=[C:11]([Cl:17])[CH:10]=2)=[N:5]1.[N:19]1[C:27]2[C:22](=[N:23][C:24]([C:28](O)=[O:29])=[CH:25][CH:26]=2)[NH:21][CH:20]=1.CCN(C(C)C)C(C)C.C1C=C2N=NN(O)C2=CC=1.O.CCN=C=NCCCN(C)C, predict the reaction product. (6) Given the reactants [F:1][C:2]1([F:32])[CH2:7][CH2:6][CH:5]([CH2:8][C:9]2[N:13]3[C:14]([CH3:25])=[CH:15][C:16]([C:18](=[O:24])[N:19]([CH2:22][CH3:23])[CH2:20][CH3:21])=[CH:17][C:12]3=[N:11][C:10]=2[C:26](N(C)OC)=[O:27])[CH2:4][CH2:3]1.[CH:33]1([Mg]Br)[CH2:35][CH2:34]1, predict the reaction product. The product is: [CH:33]1([C:26]([C:10]2[N:11]=[C:12]3[CH:17]=[C:16]([C:18]([N:19]([CH2:22][CH3:23])[CH2:20][CH3:21])=[O:24])[CH:15]=[C:14]([CH3:25])[N:13]3[C:9]=2[CH2:8][CH:5]2[CH2:4][CH2:3][C:2]([F:1])([F:32])[CH2:7][CH2:6]2)=[O:27])[CH2:35][CH2:34]1. (7) Given the reactants [O:1]=[C:2]([C:9]1[CH:14]=[CH:13][CH:12]=[CH:11][CH:10]=1)[CH2:3][C:4]([O:6][CH2:7][CH3:8])=[O:5].[CH2:15](O)[CH2:16][OH:17].C1(C)C=CC(S(O)(=O)=O)=CC=1.C(=O)(O)[O-].[Na+], predict the reaction product. The product is: [C:9]1([C:2]2([CH2:3][C:4]([O:6][CH2:7][CH3:8])=[O:5])[O:17][CH2:16][CH2:15][O:1]2)[CH:14]=[CH:13][CH:12]=[CH:11][CH:10]=1. (8) Given the reactants [Cl:1][C:2]1[N:7]=[C:6]([C:8]([OH:10])=O)[CH:5]=[N:4][CH:3]=1.F[P-](F)(F)(F)(F)F.[CH3:18][N+:19](C)=[C:20](N(C)C)ON1C2N=CC=CC=2N=N1.CNC.C(=O)([O-])[O-].[Na+].[Na+], predict the reaction product. The product is: [CH3:18][N:19]([CH3:20])[C:8]([C:6]1[CH:5]=[N:4][CH:3]=[C:2]([Cl:1])[N:7]=1)=[O:10]. (9) Given the reactants [N:1]1([C:6]2[CH:7]=[CH:8][C:9]([N+:13]([O-])=O)=[C:10]([CH:12]=2)[NH2:11])[CH:5]=[CH:4][N:3]=[CH:2]1.[C:16]1([CH3:26])[CH:21]=[CH:20][C:19]([S:22](Cl)(=[O:24])=[O:23])=[CH:18][CH:17]=1.Cl.[OH-:28].[Na+], predict the reaction product. The product is: [N:1]1([C:6]2[CH:7]=[CH:8][C:9]([NH:13][S:22]([C:19]3[CH:20]=[CH:21][C:16]([CH3:26])=[CH:17][CH:18]=3)(=[O:24])=[O:23])=[C:10]([NH:11][S:22]([C:19]3[CH:20]=[CH:21][C:16]([CH3:26])=[CH:17][CH:18]=3)(=[O:23])=[O:28])[CH:12]=2)[CH:5]=[CH:4][N:3]=[CH:2]1. (10) The product is: [F:23][C:18]1[CH:19]=[CH:20][CH:21]=[CH:22][C:17]=1[N:7]1[C:6](=[O:24])[C:5]2=[CH:4][N:25]([CH2:26][CH:27]3[CH2:32][CH2:31][N:30]([C:33]4[CH:38]=[CH:37][CH:36]=[CH:35][CH:34]=4)[C:29](=[O:39])[CH2:28]3)[C:15]3[CH:14]=[CH:13][CH:12]=[CH:11][C:10]=3[C:9]2=[N:8]1. Given the reactants CN(/[CH:4]=[C:5]1\[C:6](=[O:24])[N:7]([C:17]2[CH:22]=[CH:21][CH:20]=[CH:19][C:18]=2[F:23])[N:8]=[C:9]\1[C:10]1[CH:15]=[CH:14][CH:13]=[CH:12][C:11]=1F)C.[NH2:25][CH2:26][CH:27]1[CH2:32][CH2:31][N:30]([C:33]2[CH:38]=[CH:37][CH:36]=[CH:35][CH:34]=2)[C:29](=[O:39])[CH2:28]1.C(=O)([O-])[O-].[K+].[K+].C(=O)(O)[O-].[Na+], predict the reaction product.